From a dataset of Forward reaction prediction with 1.9M reactions from USPTO patents (1976-2016). Predict the product of the given reaction. Given the reactants Cl[CH2:2][CH2:3][N:4]1[C:12]2[C:7](=[N:8][C:9]([O:15][CH3:16])=[C:10]([O:13][CH3:14])[CH:11]=2)[C:6]([C:17]2[N:26]([S:27]([C:30]3[CH:35]=[CH:34][C:33]([CH3:36])=[CH:32][CH:31]=3)(=[O:29])=[O:28])[C:20]3=[N:21][CH:22]=[CH:23][C:24]([Cl:25])=[C:19]3[CH:18]=2)=[CH:5]1.[Na+].[I-:38], predict the reaction product. The product is: [Cl:25][C:24]1[CH:23]=[CH:22][N:21]=[C:20]2[N:26]([S:27]([C:30]3[CH:31]=[CH:32][C:33]([CH3:36])=[CH:34][CH:35]=3)(=[O:29])=[O:28])[C:17]([C:6]3[C:7]4=[N:8][C:9]([O:15][CH3:16])=[C:10]([O:13][CH3:14])[CH:11]=[C:12]4[N:4]([CH2:3][CH2:2][I:38])[CH:5]=3)=[CH:18][C:19]=12.